From a dataset of Catalyst prediction with 721,799 reactions and 888 catalyst types from USPTO. Predict which catalyst facilitates the given reaction. (1) Reactant: [CH3:1][S:2](Cl)(=[O:4])=[O:3].[Si:6]([O:13][CH:14]1[CH2:19][CH2:18][NH:17][CH2:16][CH2:15]1)([C:9]([CH3:12])([CH3:11])[CH3:10])([CH3:8])[CH3:7].CCN(C(C)C)C(C)C.O. Product: [CH3:1][S:2]([N:17]1[CH2:18][CH2:19][CH:14]([O:13][Si:6]([C:9]([CH3:12])([CH3:11])[CH3:10])([CH3:7])[CH3:8])[CH2:15][CH2:16]1)(=[O:4])=[O:3]. The catalyst class is: 2. (2) Reactant: [CH:1]([O:4][C:5]([N:7]1[CH2:12][CH2:11][CH:10]([O:13][C:14]2[C:19]([O:20][CH3:21])=[C:18]([NH:22][C:23]3[C:24]([CH3:30])=[N:25][C:26](Br)=[CH:27][CH:28]=3)[N:17]=[CH:16][N:15]=2)[CH2:9][CH2:8]1)=[O:6])([CH3:3])[CH3:2].[NH:31]1[CH:35]=[N:34][CH:33]=[N:32]1.P([O-])([O-])([O-])=O.[K+].[K+].[K+].CNCCNC. Product: [CH:1]([O:4][C:5]([N:7]1[CH2:12][CH2:11][CH:10]([O:13][C:14]2[C:19]([O:20][CH3:21])=[C:18]([NH:22][C:23]3[C:24]([CH3:30])=[N:25][C:26]([N:31]4[CH:35]=[N:34][CH:33]=[N:32]4)=[CH:27][CH:28]=3)[N:17]=[CH:16][N:15]=2)[CH2:9][CH2:8]1)=[O:6])([CH3:3])[CH3:2]. The catalyst class is: 122. (3) Reactant: [NH2:1][C:2]1[CH:25]=[CH:24][C:5]([O:6][C:7]2[C:16]3[C:11](=[CH:12][C:13]([O:19][CH2:20][C@H:21]4[CH2:23][O:22]4)=[C:14]([C:17]#[N:18])[CH:15]=3)[N:10]=[CH:9][CH:8]=2)=[CH:4][C:3]=1[Cl:26].[CH2:27]([NH:29][CH2:30][CH3:31])[CH3:28]. Product: [NH2:1][C:2]1[CH:25]=[CH:24][C:5]([O:6][C:7]2[C:16]3[C:11](=[CH:12][C:13]([O:19][CH2:20][C@H:21]([OH:22])[CH2:23][N:29]([CH2:30][CH3:31])[CH2:27][CH3:28])=[C:14]([C:17]#[N:18])[CH:15]=3)[N:10]=[CH:9][CH:8]=2)=[CH:4][C:3]=1[Cl:26]. The catalyst class is: 7.